From a dataset of TCR-epitope binding with 47,182 pairs between 192 epitopes and 23,139 TCRs. Binary Classification. Given a T-cell receptor sequence (or CDR3 region) and an epitope sequence, predict whether binding occurs between them. (1) The epitope is RAKFKQLL. The TCR CDR3 sequence is CASSNSYGYTF. Result: 0 (the TCR does not bind to the epitope). (2) The epitope is FRYMNSQGL. The TCR CDR3 sequence is CASSQEFADRAYEQFF. Result: 0 (the TCR does not bind to the epitope). (3) The epitope is FIAGLIAIV. The TCR CDR3 sequence is CASSSLGGAQETQYF. Result: 0 (the TCR does not bind to the epitope). (4) The epitope is KLMNIQQKL. The TCR CDR3 sequence is CASSKGPAGANTEAFF. Result: 0 (the TCR does not bind to the epitope). (5) The epitope is GTSGSPIVNR. The TCR CDR3 sequence is CAISESSDSGAYGYTF. Result: 0 (the TCR does not bind to the epitope). (6) The epitope is YLQPRTFLL. The TCR CDR3 sequence is CSVGDRNNLELFF. Result: 1 (the TCR binds to the epitope). (7) The epitope is VTEHDTLLY. The TCR CDR3 sequence is CASSQDGTGIGGKLFF. Result: 1 (the TCR binds to the epitope). (8) The epitope is KAYNVTQAF. The TCR CDR3 sequence is CASSYWPGQTYEQYF. Result: 1 (the TCR binds to the epitope). (9) The epitope is NQKLIANQF. The TCR CDR3 sequence is CASSEIGQQETQYF. Result: 0 (the TCR does not bind to the epitope).